This data is from Catalyst prediction with 721,799 reactions and 888 catalyst types from USPTO. The task is: Predict which catalyst facilitates the given reaction. (1) Reactant: B1(B2OC(C)(C)C(C)(C)O2)OC(C)(C)C(C)(C)O1.C([O-])(=O)C.[K+].Br[C:25]1[CH:26]=[C:27]2[C:32](=[CH:33][CH:34]=1)[C:31]([CH3:36])([CH3:35])[CH2:30][CH2:29][C:28]2([CH3:38])[CH3:37].I/[C:40](/[CH3:44])=[CH:41]\[CH2:42][OH:43].C([O-])([O-])=O.[Na+].[Na+]. Product: [CH3:35][C:31]1([CH3:36])[CH2:30][CH2:29][C:28]([CH3:38])([CH3:37])[C:27]2[CH:26]=[C:25](/[C:40](/[CH3:44])=[CH:41]\[CH2:42][OH:43])[CH:34]=[CH:33][C:32]1=2. The catalyst class is: 431. (2) Reactant: S(Cl)([Cl:3])=O.[CH2:5]([O:7][C:8]1[CH:15]=[CH:14][CH:13]=[CH:12][C:9]=1[CH2:10]O)[CH3:6]. Product: [Cl:3][CH2:10][C:9]1[CH:12]=[CH:13][CH:14]=[CH:15][C:8]=1[O:7][CH2:5][CH3:6]. The catalyst class is: 4. (3) Reactant: [F:1][C:2]([C:15]1[CH:16]=[N:17][N:18]([CH3:22])[C:19](=[O:21])[CH:20]=1)(C(OCC)=O)[C:3]([O:5][C:6](C)(C)[CH3:7])=[O:4].C(=O)(O)[O-].[Na+]. Product: [F:1][CH:2]([C:15]1[CH:16]=[N:17][N:18]([CH3:22])[C:19](=[O:21])[CH:20]=1)[C:3]([O:5][CH2:6][CH3:7])=[O:4]. The catalyst class is: 330. (4) Reactant: C[O:2][C:3]([C:5]1[N:6]=[C:7]2[CH2:14][CH2:13][N:12]([CH2:15][CH:16]([F:18])[F:17])[C:8]2=[N:9][C:10]=1[NH2:11])=[O:4].[Li+:19].[OH-].[ClH:21]. Product: [NH2:11][C:10]1[N:9]=[C:8]2[N:12]([CH2:15][CH:16]([F:18])[F:17])[CH:13]=[CH:14][C:7]2=[N:6][C:5]=1[C:3]([OH:4])=[O:2].[Li+:19].[Cl-:21]. The catalyst class is: 182. (5) Product: [NH:6]1[C:7]2=[N:8][CH:9]=[CH:10][CH:11]=[C:12]2[C:4]([C:3]([OH:20])=[O:1])=[N:5]1. The catalyst class is: 232. Reactant: [OH-:1].[Na+].[CH3:3][C:4]1[C:12]2[C:7](=[N:8][CH:9]=[CH:10][CH:11]=2)[NH:6][N:5]=1.[O-][Mn](=O)(=O)=O.[K+].C[OH:20]. (6) Reactant: [CH:1]1([N:7]([CH3:19])[C:8](=[O:18])[C:9]2[CH:14]=[CH:13][CH:12]=[C:11]([N+:15]([O-])=O)[CH:10]=2)[CH2:6][CH2:5][CH2:4][CH2:3][CH2:2]1. Product: [NH2:15][C:11]1[CH:10]=[C:9]([CH:14]=[CH:13][CH:12]=1)[C:8]([N:7]([CH:1]1[CH2:6][CH2:5][CH2:4][CH2:3][CH2:2]1)[CH3:19])=[O:18]. The catalyst class is: 63. (7) Reactant: [Cl:1][C:2]1[C:3]([CH2:18][N:19]2C(=O)C3C(=CC=CC=3)C2=O)=[CH:4][C:5]([C:8]2[CH:9]=[N:10][C:11]([C:14]([F:17])([F:16])[F:15])=[N:12][CH:13]=2)=[N:6][CH:7]=1.NN.O. Product: [Cl:1][C:2]1[C:3]([CH2:18][NH2:19])=[CH:4][C:5]([C:8]2[CH:13]=[N:12][C:11]([C:14]([F:16])([F:17])[F:15])=[N:10][CH:9]=2)=[N:6][CH:7]=1. The catalyst class is: 5.